From a dataset of Reaction yield outcomes from USPTO patents with 853,638 reactions. Predict the reaction yield, written as a fraction of the theoretical maximum amount of product (1.0 means a 100% yield; for example, 0.34 means a 34% yield). (1) The reactants are [NH:1]1[C:9]2[C:4](=[CH:5][CH:6]=[CH:7][CH:8]=2)[C:3](/[CH:10]=[CH:11]/[C:12]2[CH:25]=[CH:24][C:15]([C:16]([N:18]3[CH2:23][CH2:22][NH:21][CH2:20][CH2:19]3)=[O:17])=[CH:14][CH:13]=2)=[N:2]1.OO.S([O-])(O)=[O:29].[Na+]. The catalyst is CO. The product is [OH:29][N:21]1[CH2:22][CH2:23][N:18]([C:16](=[O:17])[C:15]2[CH:14]=[CH:13][C:12](/[CH:11]=[CH:10]/[C:3]3[C:4]4[C:9](=[CH:8][CH:7]=[CH:6][CH:5]=4)[NH:1][N:2]=3)=[CH:25][CH:24]=2)[CH2:19][CH2:20]1. The yield is 0.150. (2) The reactants are [CH3:1][C:2]1([CH3:32])[CH2:7][O:6][C:5]([CH2:15][S:16][CH2:17][C:18]([N:20]2[C@@H:24]([C:25]3[CH:30]=[CH:29][CH:28]=[CH:27][CH:26]=3)[CH2:23][O:22][C:21]2=[O:31])=[O:19])([C:8]2[CH:13]=[CH:12][C:11]([CH3:14])=[CH:10][CH:9]=2)[O:4][CH2:3]1.[F:33][C:34]1[CH:39]=[CH:38][C:37]([N:40]=[CH:41][C:42]2[CH:56]=[CH:55][C:45]([O:46][CH2:47][C:48]([O:50][C:51]([CH3:54])([CH3:53])[CH3:52])=[O:49])=[CH:44][CH:43]=2)=[CH:36][CH:35]=1.C(N(C(C)C)C(C)C)C.C(O)(C)C. The catalyst is C(Cl)Cl.CC([O-])C.CC([O-])C.CC([O-])C.CC([O-])C.[Ti+4].Cl[Ti](Cl)(Cl)Cl.O. The product is [CH3:1][C:2]1([CH3:32])[CH2:3][O:4][C:5]([CH2:15][S:16][C@@H:17]([C:18](=[O:19])[N:20]2[C@@H:24]([C:25]3[CH:26]=[CH:27][CH:28]=[CH:29][CH:30]=3)[CH2:23][O:22][C:21]2=[O:31])[C@H:41]([C:42]2[CH:56]=[CH:55][C:45]([O:46][CH2:47][C:48]([O:50][C:51]([CH3:52])([CH3:53])[CH3:54])=[O:49])=[CH:44][CH:43]=2)[NH:40][C:37]2[CH:36]=[CH:35][C:34]([F:33])=[CH:39][CH:38]=2)([C:8]2[CH:13]=[CH:12][C:11]([CH3:14])=[CH:10][CH:9]=2)[O:6][CH2:7]1. The yield is 0.740. (3) The reactants are [C:1]([C:3]1[C:8](=[O:9])[N:7]([C:10]2[CH:15]=[CH:14][C:13]([CH3:16])=[CH:12][CH:11]=2)[C:6]([C:17]2[CH:22]=[CH:21][C:20]([S:23][CH3:24])=[CH:19][CH:18]=2)=[N:5][C:4]=1[S:25][CH3:26])#[N:2].C(=O)([O-])[O-:28].[K+].[K+]. The catalyst is C(O)C. The product is [C:1](/[C:3](/[C:8]([NH:7][C:10]1[CH:15]=[CH:14][C:13]([CH3:16])=[CH:12][CH:11]=1)=[O:9])=[C:4](/[NH:5][C:6](=[O:28])[C:17]1[CH:22]=[CH:21][C:20]([S:23][CH3:24])=[CH:19][CH:18]=1)\[S:25][CH3:26])#[N:2]. The yield is 0.808. (4) The reactants are [CH3:1][O:2][C:3](=[O:13])[C:4]([CH3:12])([CH3:11])[CH2:5][CH2:6][C:7]([O:9]C)=[O:8].[OH-].[K+]. The catalyst is CO. The product is [CH3:1][O:2][C:3](=[O:13])[C:4]([CH3:11])([CH3:12])[CH2:5][CH2:6][C:7]([OH:9])=[O:8]. The yield is 0.880. (5) The reactants are [O:1]=[S:2]1(=[O:34])[C:8]2[CH:9]=[C:10]([O:15][CH2:16][C:17]([O:19]CC)=[O:18])[C:11]([S:13]C)=[CH:12][C:7]=2[N:6]([C:22]2[CH:27]=[CH:26][CH:25]=[CH:24][CH:23]=2)[CH2:5][C:4]([CH2:30][CH2:31][CH2:32][CH3:33])([CH2:28][CH3:29])[CH2:3]1.[CH2:35]1COC[CH2:36]1.[Li+].[OH-]. The catalyst is C(Cl)Cl.O.CC(O)=O. The product is [O:1]=[S:2]1(=[O:34])[C:8]2[CH:9]=[C:10]([O:15][CH2:16][C:17]([OH:19])=[O:18])[C:11]([S:13][CH2:35][CH3:36])=[CH:12][C:7]=2[N:6]([C:22]2[CH:23]=[CH:24][CH:25]=[CH:26][CH:27]=2)[CH2:5][C:4]([CH2:30][CH2:31][CH2:32][CH3:33])([CH2:28][CH3:29])[CH2:3]1. The yield is 0.990. (6) The reactants are C([Li])CCC.C[Si]([C:10]([Si](C)(C)C)([C:14]([O-:16])=O)[C:11]([O-:13])=[O:12])(C)C.[CH3:21][O:22][C:23]1[CH:24]=[C:25]([CH:29]=[C:30]([O:34][CH3:35])[C:31]=1[O:32][CH3:33])C(Cl)=O.C(=O)(O)[O-].[Na+].S(=O)(=O)(O)O. The catalyst is C1CCCCC1.CCOCC. The product is [O:16]=[C:14]([C:25]1[CH:29]=[C:30]([O:34][CH3:35])[C:31]([O:32][CH3:33])=[C:23]([O:22][CH3:21])[CH:24]=1)[CH2:10][C:11]([OH:13])=[O:12]. The yield is 0.716. (7) The reactants are Br[C:2]1[N:3]=[CH:4][C:5]([NH2:8])=[N:6][CH:7]=1.[CH:9]([S:12]([C:15]1[CH:20]=[CH:19][C:18](B(O)O)=[CH:17][CH:16]=1)(=[O:14])=[O:13])([CH3:11])[CH3:10].[O-]P([O-])([O-])=O.[K+].[K+].[K+]. The catalyst is CC#N.CCOC(C)=O.O.CC(C)([P](C(C)(C)C)([Pd][P](C(C)(C)C)(C(C)(C)C)C(C)(C)C)C(C)(C)C)C. The product is [CH:9]([S:12]([C:15]1[CH:20]=[CH:19][C:18]([C:2]2[N:3]=[CH:4][C:5]([NH2:8])=[N:6][CH:7]=2)=[CH:17][CH:16]=1)(=[O:13])=[O:14])([CH3:11])[CH3:10]. The yield is 0.760. (8) The yield is 0.601. The reactants are F[C:2]1[CH:7]=[CH:6][C:5]([CH2:8][C:9]#[N:10])=[CH:4][C:3]=1[N+:11]([O-:13])=[O:12].[CH2:14]([NH:18][CH2:19][CH:20]([CH3:22])[CH3:21])[CH:15]([CH3:17])[CH3:16]. No catalyst specified. The product is [CH2:14]([N:18]([CH2:19][CH:20]([CH3:22])[CH3:21])[C:2]1[CH:7]=[CH:6][C:5]([CH2:8][C:9]#[N:10])=[CH:4][C:3]=1[N+:11]([O-:13])=[O:12])[CH:15]([CH3:17])[CH3:16]. (9) The reactants are [Br:1][C:2]1[CH:3]=[C:4]2[C:9](=[CH:10][CH:11]=1)[N:8]=[C:7](Cl)[CH:6]=[N:5]2.[NH2:13][C:14]1[CH:19]=[CH:18][CH:17]=[CH:16][CH:15]=1.C(N(C(C)C)C(C)C)C. The catalyst is CN1CCCC1=O.C(OCC)(=O)C. The product is [Br:1][C:2]1[CH:3]=[C:4]2[C:9](=[CH:10][CH:11]=1)[N:8]=[C:7]([NH:13][C:14]1[CH:19]=[CH:18][CH:17]=[CH:16][CH:15]=1)[CH:6]=[N:5]2. The yield is 0.530.